Task: Predict the product of the given reaction.. Dataset: Forward reaction prediction with 1.9M reactions from USPTO patents (1976-2016) (1) Given the reactants Cl[C:2]1[CH:7]=[CH:6][C:5]([N+:8]([O-:10])=[O:9])=[CH:4][CH:3]=1.[NH:11]1[CH2:16][CH2:15][O:14][CH2:13][CH2:12]1.[O-]P([O-])([O-])=O.[K+].[K+].[K+], predict the reaction product. The product is: [N+:8]([C:5]1[CH:6]=[CH:7][C:2]([N:11]2[CH2:16][CH2:15][O:14][CH2:13][CH2:12]2)=[CH:3][CH:4]=1)([O-:10])=[O:9]. (2) Given the reactants C([SiH](CC)CC)C.[B].[CH2:9]([CH:16]1[CH2:20][O:19][C:18](=[O:21])[N:17]1[C:22](=[O:51])[CH:23]([O:48][CH2:49][CH3:50])[CH:24]([C:26]1[CH:31]=[CH:30][C:29]([C:32]2[CH:37]=[CH:36][CH:35]=[C:34]([CH2:38][N:39](C)[C:40](=O)OC(C)(C)C)[CH:33]=2)=[CH:28][CH:27]=1)O)[C:10]1[CH:15]=[CH:14][CH:13]=[CH:12][CH:11]=1.C(=O)([O-])[O-].[Na+].[Na+], predict the reaction product. The product is: [CH2:9]([CH:16]1[CH2:20][O:19][C:18](=[O:21])[N:17]1[C:22](=[O:51])[CH:23]([O:48][CH2:49][CH3:50])[CH2:24][C:26]1[CH:31]=[CH:30][C:29]([C:32]2[CH:37]=[CH:36][CH:35]=[C:34]([CH2:38][NH:39][CH3:40])[CH:33]=2)=[CH:28][CH:27]=1)[C:10]1[CH:15]=[CH:14][CH:13]=[CH:12][CH:11]=1. (3) Given the reactants C(O[C:6]([N:8]1[CH2:13][CH2:12][N:11]([C:14]2[C:19]([C:20]#[N:21])=[CH:18][C:17]([C:22]3[O:23][C:24]([CH2:27][CH3:28])=[CH:25][N:26]=3)=[C:16]([CH3:29])[N:15]=2)[CH2:10][CH2:9]1)=[O:7])(C)(C)C.C(N1C=CN=C1)(N1C=CN=C1)=O.[Cl:42][C:43]1[S:47][C:46]([S:48]([NH2:51])(=[O:50])=[O:49])=[CH:45][CH:44]=1.CCN(C(C)C)C(C)C, predict the reaction product. The product is: [Cl:42][C:43]1[S:47][C:46]([S:48]([NH:51][C:6]([N:8]2[CH2:13][CH2:12][N:11]([C:14]3[C:19]([C:20]#[N:21])=[CH:18][C:17]([C:22]4[O:23][C:24]([CH2:27][CH3:28])=[CH:25][N:26]=4)=[C:16]([CH3:29])[N:15]=3)[CH2:10][CH2:9]2)=[O:7])(=[O:50])=[O:49])=[CH:45][CH:44]=1.